From a dataset of Full USPTO retrosynthesis dataset with 1.9M reactions from patents (1976-2016). Predict the reactants needed to synthesize the given product. (1) Given the product [CH3:15][NH:16][C:8]([C:6]1[CH:5]=[CH:4][CH:3]=[C:2]([Br:1])[N:7]=1)=[O:10], predict the reactants needed to synthesize it. The reactants are: [Br:1][C:2]1[N:7]=[C:6]([C:8]([OH:10])=O)[CH:5]=[CH:4][CH:3]=1.CN.C(C1NC=CN=1)([C:15]1[NH:16]C=CN=1)=O. (2) Given the product [I-:40].[F:1][C:2]1[CH:3]=[C:4]([CH:35]=[CH:36][C:37]=1[F:38])[CH2:5][NH:6][C:7]([C:9]1[C:17]2[C:12](=[CH:13][C:14]([O:18][CH:19]([CH3:21])[CH3:20])=[CH:15][CH:16]=2)[N:11]([CH2:22][C:23]2[CH:28]=[CH:27][CH:26]=[CH:25][N:24]=2)[C:10]=1[CH2:29][N+:30]1([CH3:39])[CH2:31][CH2:32][CH2:33][CH2:34]1)=[O:8], predict the reactants needed to synthesize it. The reactants are: [F:1][C:2]1[CH:3]=[C:4]([CH:35]=[CH:36][C:37]=1[F:38])[CH2:5][NH:6][C:7]([C:9]1[C:17]2[C:12](=[CH:13][C:14]([O:18][CH:19]([CH3:21])[CH3:20])=[CH:15][CH:16]=2)[N:11]([CH2:22][C:23]2[CH:28]=[CH:27][CH:26]=[CH:25][N:24]=2)[C:10]=1[CH2:29][N:30]1[CH2:34][CH2:33][CH2:32][CH2:31]1)=[O:8].[CH3:39][I:40]. (3) Given the product [NH2:17][C:18]1[CH:19]=[C:20]([C:25]2[C:26](=[O:27])[N:10]([C:11]3[CH:16]=[CH:15][CH:14]=[CH:13][CH:12]=3)[C:8]3[C:5]([CH:6]=2)=[CH:4][N:3]=[C:2]([Cl:1])[CH:9]=3)[CH:21]=[CH:22][C:23]=1[F:24], predict the reactants needed to synthesize it. The reactants are: [Cl:1][C:2]1[CH:9]=[C:8]([NH:10][C:11]2[CH:16]=[CH:15][CH:14]=[CH:13][CH:12]=2)[C:5]([CH:6]=O)=[CH:4][N:3]=1.[NH2:17][C:18]1[CH:19]=[C:20]([CH2:25][C:26](OCC)=[O:27])[CH:21]=[CH:22][C:23]=1[F:24].